This data is from Full USPTO retrosynthesis dataset with 1.9M reactions from patents (1976-2016). The task is: Predict the reactants needed to synthesize the given product. (1) Given the product [F:17][C:2]1([CH3:10])[CH2:5][CH:4]([C:6]([O:8][CH3:9])=[O:7])[CH2:3]1, predict the reactants needed to synthesize it. The reactants are: O[C:2]1([CH3:10])[CH2:5][CH:4]([C:6]([O:8][CH3:9])=[O:7])[CH2:3]1.CCN(S(F)(F)[F:17])CC.O. (2) Given the product [CH2:8]([O:7][C:1]([C:2]1[C:24]([C:25]2[CH:30]=[CH:29][N:28]=[CH:27][CH:26]=2)=[N:23][N:22]([C:18]2[CH:19]=[CH:20][CH:21]=[C:16]([C:15]([F:33])([F:14])[F:32])[CH:17]=2)[C:3]=1[CH3:5])=[O:6])[CH3:9], predict the reactants needed to synthesize it. The reactants are: [C:1]([O:7][CH2:8][CH3:9])(=[O:6])[CH2:2][C:3]([CH3:5])=O.C([O-])C.[Na+].[F:14][C:15]([F:33])([F:32])[C:16]1[CH:17]=[C:18]([NH:22][N:23]=[C:24](Br)[C:25]2[CH:30]=[CH:29][N:28]=[CH:27][CH:26]=2)[CH:19]=[CH:20][CH:21]=1. (3) Given the product [Cl:1][C:2]1[CH:27]=[CH:26][C:5]([CH2:6][N:7]2[C:15]3[C:10](=[CH:11][C:12]([CH:16]=[C:17]4[S:21][C:20]([N:35]5[CH2:36][CH2:37][CH2:38][N:32]([CH2:39][CH2:40][OH:41])[CH2:33][CH2:34]5)=[N:19][C:18]4=[O:25])=[CH:13][CH:14]=3)[CH:9]=[N:8]2)=[C:4]([C:28]([F:31])([F:30])[F:29])[CH:3]=1, predict the reactants needed to synthesize it. The reactants are: [Cl:1][C:2]1[CH:27]=[CH:26][C:5]([CH2:6][N:7]2[C:15]3[C:10](=[CH:11][C:12]([CH:16]=[C:17]4[S:21][C:20](SCC)=[N:19][C:18]4=[O:25])=[CH:13][CH:14]=3)[CH:9]=[N:8]2)=[C:4]([C:28]([F:31])([F:30])[F:29])[CH:3]=1.[N:32]1([CH2:39][CH2:40][OH:41])[CH2:38][CH2:37][CH2:36][NH:35][CH2:34][CH2:33]1. (4) Given the product [NH2:16][C:13]1[CH:14]=[CH:15][C:10]([NH:9][C:7]([C:4]2[CH:3]=[CH:2][NH:6][N:5]=2)=[O:8])=[N:11][CH:12]=1, predict the reactants needed to synthesize it. The reactants are: Cl[C:2]1[NH:6][N:5]=[C:4]([C:7]([NH:9][C:10]2[CH:15]=[CH:14][C:13]([N+:16]([O-])=O)=[CH:12][N:11]=2)=[O:8])[CH:3]=1.CN(C=O)C. (5) Given the product [Cl:1][C:2]1[CH:6]=[CH:5][N:4]([C:7]2[CH:8]=[N:9][CH:10]=[CH:11][CH:12]=2)[N:3]=1, predict the reactants needed to synthesize it. The reactants are: [Cl:1][C:2]1[CH2:6][CH2:5][N:4]([C:7]2[CH:8]=[N:9][CH:10]=[CH:11][CH:12]=2)[N:3]=1.[OH-].[K+].S(OOS([O-])(=O)=O)([O-])(=O)=O.[K+].[K+]. (6) Given the product [F:19][C@@:16]1([CH3:18])[CH2:15][N:14]([S:20]([C:23]2[CH:28]=[CH:27][C:26]([F:29])=[CH:25][CH:24]=2)(=[O:21])=[O:22])[C@H:13]([C:11]([NH:10][CH2:9][C:4]2[CH:3]=[C:2]([B:30]3[O:34][C:33]([CH3:36])([CH3:35])[C:32]([CH3:38])([CH3:37])[O:31]3)[CH:7]=[C:6]([F:8])[CH:5]=2)=[O:12])[CH2:17]1, predict the reactants needed to synthesize it. The reactants are: Br[C:2]1[CH:3]=[C:4]([CH2:9][NH:10][C:11]([C@@H:13]2[CH2:17][C@:16]([F:19])([CH3:18])[CH2:15][N:14]2[S:20]([C:23]2[CH:28]=[CH:27][C:26]([F:29])=[CH:25][CH:24]=2)(=[O:22])=[O:21])=[O:12])[CH:5]=[C:6]([F:8])[CH:7]=1.[B:30]1([B:30]2[O:34][C:33]([CH3:36])([CH3:35])[C:32]([CH3:38])([CH3:37])[O:31]2)[O:34][C:33]([CH3:36])([CH3:35])[C:32]([CH3:38])([CH3:37])[O:31]1.C([O-])(=O)C.[K+]. (7) Given the product [NH:8]([CH2:7][CH2:2][CH2:3][CH2:4][CH2:5][CH2:6][CH2:24][CH2:39][NH2:32])[CH2:15][CH2:17][CH2:18][CH2:19][CH2:20][CH2:21][CH2:22][CH2:23][NH2:53], predict the reactants needed to synthesize it. The reactants are: C[C:2]1[C:7]([N:8]([C:15]([CH2:17][C:18]2[CH:19]=[CH:20][CH:21]=[CH:22][CH:23]=2)=O)C(C(OC)=O)C)=[C:6]([CH3:24])[CH:5]=[CH:4][CH:3]=1.CC1C([N:32]([C:39](COC)=O)C(C(OC)=O)C)=C(C)C=CC=1.CC1C=CC=C(C)C=1[N:53](C(CCl)=O)C1C(=O)OCC1.CC1C(N(N2C(=O)OCC2)C(COC)=O)=C(C)C=CC=1.CCCCCCCCCCCCN1CC(C)OC(C)C1.CC1OC(C)CNC1.CC1OCC(C)NC1.CCCCCCCCCCCCNC(N)=N.C([O-])(=O)C.C(NC(N)=[NH2+])CCCCCCCCCCC.CC1OC(C)CN(C2CCCCCCCCCCC2)C1.C[C@H]1O[C@@H](C)CN(CC(CC2C=CC(C(C)(C)C)=CC=2)C)C1.CC(CN1CCCCC1)CC1C=CC(C(C)(C)C)=CC=1.C(CCCNCCCCCCCCN=C(N)N)CCCCN=C(N)N.